This data is from Catalyst prediction with 721,799 reactions and 888 catalyst types from USPTO. The task is: Predict which catalyst facilitates the given reaction. (1) Reactant: Br[C:2]1[C:10]2[C:5](=[CH:6][CH:7]=[C:8]([C:11]([O:13]CC)=O)[CH:9]=2)[N:4](C2CCCCO2)[N:3]=1.[O:22]1[C:26]2[CH:27]=[CH:28][CH:29]=[CH:30][C:25]=2[CH:24]=[C:23]1B(O)O.ClCCl.P([O-])([O-])([O-])=O.[K+].[K+].[K+]. Product: [O:22]1[C:26]2[CH:27]=[CH:28][CH:29]=[CH:30][C:25]=2[CH:24]=[C:23]1[C:2]1[C:10]2[C:5](=[CH:6][CH:7]=[C:8]([C:11]([NH:4][CH:5]([CH3:10])[CH3:6])=[O:13])[CH:9]=2)[NH:4][N:3]=1. The catalyst class is: 57. (2) Reactant: [CH:1]([CH:4]1[NH:9][CH2:8][CH2:7][N:6]2[C:10]3[CH:16]=[C:15]([S:17]([CH3:20])(=[O:19])=[O:18])[CH:14]=[CH:13][C:11]=3[N:12]=[C:5]12)([CH3:3])[CH3:2].Cl[C:22]1[N:27]=[C:26]([C:28]([F:31])([F:30])[F:29])[C:25]([C:32](=[O:34])[CH3:33])=[CH:24][N:23]=1.CCN(C(C)C)C(C)C. The catalyst class is: 58. Product: [CH:1]([CH:4]1[N:9]([C:22]2[N:27]=[C:26]([C:28]([F:29])([F:30])[F:31])[C:25]([C:32](=[O:34])[CH3:33])=[CH:24][N:23]=2)[CH2:8][CH2:7][N:6]2[C:10]3[CH:16]=[C:15]([S:17]([CH3:20])(=[O:18])=[O:19])[CH:14]=[CH:13][C:11]=3[N:12]=[C:5]12)([CH3:3])[CH3:2]. (3) Reactant: [C:9](O[C:9]([O:11][C:12]([CH3:15])([CH3:14])[CH3:13])=[O:10])([O:11][C:12]([CH3:15])([CH3:14])[CH3:13])=[O:10].[Br:16][C:17]1[C:18]([CH3:27])=[C:19]([CH2:23][NH:24][CH2:25][CH3:26])[CH:20]=[N:21][CH:22]=1.[OH-].[Na+]. Product: [Br:16][C:17]1[C:18]([CH3:27])=[C:19]([CH2:23][N:24]([CH2:25][CH3:26])[C:9](=[O:10])[O:11][C:12]([CH3:13])([CH3:14])[CH3:15])[CH:20]=[N:21][CH:22]=1. The catalyst class is: 1. (4) Reactant: [N+:1]1([O-])[C:2]([CH3:8])=[CH:3][CH:4]=[CH:5][C:6]=1[CH3:7].S(OC)(OC)(=O)=O.COS([O-])(=O)=O.CO[N+:25]1C(C)=CC=C[C:26]=1C.[C-]#N.[K+]. Product: [CH3:7][C:6]1[CH:5]=[C:4]([CH:3]=[C:2]([CH3:8])[N:1]=1)[C:26]#[N:25]. The catalyst class is: 6. (5) Reactant: [OH:1][CH2:2][CH2:3][C:4](=[O:6])[CH3:5].N1C=CC=CC=1.[C:13](Cl)(=[O:15])[CH3:14]. Product: [C:13]([O:1][CH2:2][CH2:3][C:4](=[O:6])[CH3:5])(=[O:15])[CH3:14]. The catalyst class is: 4.